Dataset: Forward reaction prediction with 1.9M reactions from USPTO patents (1976-2016). Task: Predict the product of the given reaction. Given the reactants [CH2:1]([O:3][CH2:4]C)C.[C:6]([O:10]C)([CH3:9])([CH3:8])C.O1[CH2:16][CH2:15][CH2:14][CH2:13]1.O1CCOCC1.C[N:24](C=O)C, predict the reaction product. The product is: [C:4](=[O:3])=[O:10].[NH3:24].[CH3:13][CH2:14][CH2:15][CH2:16][CH2:1][CH2:8][CH2:6][CH3:9].